From a dataset of Full USPTO retrosynthesis dataset with 1.9M reactions from patents (1976-2016). Predict the reactants needed to synthesize the given product. (1) Given the product [C:2]1([NH:8][C:9]2[CH:14]=[CH:13][CH:12]=[CH:11][CH:10]=2)[CH:7]=[CH:6][CH:5]=[CH:4][CH:3]=1, predict the reactants needed to synthesize it. The reactants are: Cl[C:2]1[CH:7]=[CH:6][CH:5]=[CH:4][CH:3]=1.[NH2:8][C:9]1[CH:14]=[CH:13][CH:12]=[CH:11][CH:10]=1.CC([O-])(C)C.[Na+]. (2) Given the product [CH3:8][C:9]1[N:14]=[C:13]([C:15]([NH:7][C:2]2[CH:3]=[CH:4][CH:5]=[CH:6][N:1]=2)=[O:16])[CH:12]=[N:11][CH:10]=1, predict the reactants needed to synthesize it. The reactants are: [N:1]1[CH:6]=[CH:5][CH:4]=[CH:3][C:2]=1[NH2:7].[CH3:8][C:9]1[N:14]=[C:13]([C:15](O)=[O:16])[CH:12]=[N:11][CH:10]=1. (3) Given the product [O:1]1[CH2:6][CH2:5][CH2:4][CH2:3][CH:2]1[O:7][CH2:8][CH2:9][C:10]#[C:11][CH2:16][OH:17], predict the reactants needed to synthesize it. The reactants are: [O:1]1[CH2:6][CH2:5][CH2:4][CH2:3][CH:2]1[O:7][CH2:8][CH2:9][C:10]#[CH:11].C([Mg]Cl)C.[CH2:16]=[O:17].[Cl-].[NH4+]. (4) Given the product [Br:14][CH2:13][C:3]1[C:2]([Cl:1])=[N:12][CH:11]=[CH:10][C:4]=1[C:5]([O:7][CH2:8][CH3:9])=[O:6], predict the reactants needed to synthesize it. The reactants are: [Cl:1][C:2]1[C:3]([CH3:13])=[C:4]([CH:10]=[CH:11][N:12]=1)[C:5]([O:7][CH2:8][CH3:9])=[O:6].[Br:14]N1C(=O)CCC1=O.C(OOC(=O)C1C=CC=CC=1)(=O)C1C=CC=CC=1.